Dataset: Peptide-MHC class I binding affinity with 185,985 pairs from IEDB/IMGT. Task: Regression. Given a peptide amino acid sequence and an MHC pseudo amino acid sequence, predict their binding affinity value. This is MHC class I binding data. (1) The peptide sequence is HSSVAGGLW. The MHC is HLA-B08:01 with pseudo-sequence HLA-B08:01. The binding affinity (normalized) is 0.0847. (2) The peptide sequence is WMFRIRIIL. The MHC is HLA-B46:01 with pseudo-sequence HLA-B46:01. The binding affinity (normalized) is 0.0847. (3) The peptide sequence is YTAVVPLVT. The MHC is Mamu-A02 with pseudo-sequence Mamu-A02. The binding affinity (normalized) is 0.484. (4) The peptide sequence is FTLSFGNST. The MHC is HLA-B35:01 with pseudo-sequence HLA-B35:01. The binding affinity (normalized) is 0.0847. (5) The MHC is HLA-A32:01 with pseudo-sequence HLA-A32:01. The peptide sequence is IPQSLDSYWTSL. The binding affinity (normalized) is 0. (6) The peptide sequence is IQYVIRAQL. The MHC is HLA-B58:01 with pseudo-sequence HLA-B58:01. The binding affinity (normalized) is 0.0847. (7) The peptide sequence is ELVMDKNHAI. The binding affinity (normalized) is 0. The MHC is HLA-A02:06 with pseudo-sequence HLA-A02:06.